The task is: Predict the reaction yield, written as a fraction of the theoretical maximum amount of product (1.0 means a 100% yield; for example, 0.34 means a 34% yield).. This data is from Reaction yield outcomes from USPTO patents with 853,638 reactions. (1) The reactants are C1CO[C:8]23OCCO[C:3]2([C@:4]2([CH2:27][CH2:26][C@H:25]4[C@@H:15]([CH2:16]/[C:17](=[N:28]\[OH:29])/[CH:18]5[C@:23]4([CH3:24])[CH2:22][CH2:21][CH2:20][CH2:19]5)[C@@H:6]2[CH2:7]3)[CH3:5])[O:2]1.C([C@@H]1C2[C@](C)(CCC(=[O:50])C2)[C@@H]2[C@H]([C@H]3[C@@](CC2)(C)C(=O)CC3)C1)#N. The product is [OH:29]/[N:28]=[C:17]1\[CH2:16][C@@H:15]2[C@@H:25]([C@:23]3([CH3:24])[CH:18]\1[CH2:19][C:20](=[O:50])[CH2:21][CH2:22]3)[CH2:26][CH2:27][C@@:4]1([CH3:5])[C@H:6]2[CH2:7][CH2:8][C:3]1=[O:2]. No catalyst specified. The yield is 0.700. (2) The reactants are I[C:2]1[CH:7]=[C:6]([CH3:8])[C:5]([C:9](=[O:11])[CH3:10])=[C:4]([CH3:12])[CH:3]=1.[C:13]1([SH:19])[CH:18]=[CH:17][CH:16]=[CH:15][CH:14]=1.[OH-].[K+]. The catalyst is CN(C=O)C.O.[Cu-]=O. The product is [CH3:8][C:6]1[CH:7]=[C:2]([S:19][C:13]2[CH:18]=[CH:17][CH:16]=[CH:15][CH:14]=2)[CH:3]=[C:4]([CH3:12])[C:5]=1[C:9](=[O:11])[CH3:10]. The yield is 0.660. (3) The reactants are C(O)(C(F)(F)F)=O.[NH2:8][C:9]([C@H:11]1[CH2:16][C@H:15]([O:17][C:18]2[CH:19]=[C:20]3[C:25](=[CH:26][C:27]=2[O:28][CH3:29])[N:24]=[CH:23][N:22]=[C:21]3[NH:30][C:31]2[CH:36]=[CH:35][CH:34]=[C:33]([Cl:37])[C:32]=2[F:38])[CH2:14][CH2:13][N:12]1C(OC(C)(C)C)=O)=[O:10]. The catalyst is C(Cl)Cl. The product is [Cl:37][C:33]1[C:32]([F:38])=[C:31]([NH:30][C:21]2[C:20]3[C:25](=[CH:26][C:27]([O:28][CH3:29])=[C:18]([O:17][C@@H:15]4[CH2:14][CH2:13][NH:12][C@@H:11]([C:9]([NH2:8])=[O:10])[CH2:16]4)[CH:19]=3)[N:24]=[CH:23][N:22]=2)[CH:36]=[CH:35][CH:34]=1. The yield is 1.00.